From a dataset of CYP2D6 inhibition data for predicting drug metabolism from PubChem BioAssay. Regression/Classification. Given a drug SMILES string, predict its absorption, distribution, metabolism, or excretion properties. Task type varies by dataset: regression for continuous measurements (e.g., permeability, clearance, half-life) or binary classification for categorical outcomes (e.g., BBB penetration, CYP inhibition). Dataset: cyp2d6_veith. (1) The drug is COc1ccc(S(=O)(=O)N(C)CC(=O)NCc2ccco2)cc1. The result is 0 (non-inhibitor). (2) The molecule is COc1ccc(CCNc2cc(-c3ccccc3)nc3ncnn23)cc1. The result is 0 (non-inhibitor). (3) The molecule is O=C(NCC1CCCO1)c1onc(CSc2ccccc2F)c1C(=O)O. The result is 0 (non-inhibitor). (4) The drug is O=C(O)CCNc1ncnc2nc[nH]c12. The result is 0 (non-inhibitor). (5) The drug is CC(=O)[C@H](C(=N)C#N)C(=O)Nc1ccccc1. The result is 0 (non-inhibitor). (6) The drug is CCC/C=C(\CCC)C(NC(=O)c1cccs1)c1ccc(C(F)(F)F)cc1. The result is 0 (non-inhibitor).